Dataset: Full USPTO retrosynthesis dataset with 1.9M reactions from patents (1976-2016). Task: Predict the reactants needed to synthesize the given product. (1) Given the product [F:1][C:2]1[CH:3]=[C:4]([C:10]2[N:11]=[C:12]([O:21][C:22]3[CH:27]=[CH:26][C:25]([CH2:28][C:29]([OH:31])=[O:30])=[CH:24][CH:23]=3)[C:13]3[CH2:18][S:17](=[O:19])(=[O:20])[CH2:16][C:14]=3[N:15]=2)[CH:5]=[CH:6][C:7]=1[O:8][CH3:9], predict the reactants needed to synthesize it. The reactants are: [F:1][C:2]1[CH:3]=[C:4]([C:10]2[N:11]=[C:12]([O:21][C:22]3[CH:27]=[CH:26][C:25]([CH2:28][C:29]([O:31]C)=[O:30])=[CH:24][CH:23]=3)[C:13]3[CH2:18][S:17](=[O:20])(=[O:19])[CH2:16][C:14]=3[N:15]=2)[CH:5]=[CH:6][C:7]=1[O:8][CH3:9].FC1SC(C2N=C(OC3C=CC(CC(O)=O)=CC=3)C3CS(=O)(=O)CC=3N=2)=CC=1. (2) The reactants are: [Br:1][C:2]1[C:10]2[C:9](N)=[N:8][CH:7]=[N:6][C:5]=2[O:4][C:3]=1[C:12]1[CH:17]=[CH:16][CH:15]=[CH:14][CH:13]=1.[ClH:18].O1CCOCC1.N(OCCC(C)C)=O. Given the product [Br:1][C:2]1[C:10]2[C:9]([Cl:18])=[N:8][CH:7]=[N:6][C:5]=2[O:4][C:3]=1[C:12]1[CH:17]=[CH:16][CH:15]=[CH:14][CH:13]=1, predict the reactants needed to synthesize it.